Dataset: Full USPTO retrosynthesis dataset with 1.9M reactions from patents (1976-2016). Task: Predict the reactants needed to synthesize the given product. Given the product [F:13][C:10]1[CH:11]=[CH:12][C:7]([C:4]2[S:5][CH:6]=[C:2]([C:45]3[CH2:46][C@H:47]4[N:42]([CH2:41][CH2:40][CH2:39]4)[CH2:43][CH:44]=3)[C:3]=2[C:14]2[CH:19]=[CH:18][N:17]=[CH:16][CH:15]=2)=[CH:8][CH:9]=1, predict the reactants needed to synthesize it. The reactants are: Br[C:2]1[C:3]([C:14]2[CH:19]=[CH:18][N:17]=[CH:16][CH:15]=2)=[C:4]([C:7]2[CH:12]=[CH:11][C:10]([F:13])=[CH:9][CH:8]=2)[S:5][CH:6]=1.BrC1C(C2C=CN=CC=2)=C(C2C=CC(F)=CC=2)NN=1.[CH2:39]1[C@@H:47]2[N:42]([CH2:43][CH2:44][C:45](=O)[CH2:46]2)[CH2:41][CH2:40]1.